Dataset: CYP2C9 inhibition data for predicting drug metabolism from PubChem BioAssay. Task: Regression/Classification. Given a drug SMILES string, predict its absorption, distribution, metabolism, or excretion properties. Task type varies by dataset: regression for continuous measurements (e.g., permeability, clearance, half-life) or binary classification for categorical outcomes (e.g., BBB penetration, CYP inhibition). Dataset: cyp2c9_veith. (1) The compound is CS(=O)(=O)O.Oc1ccc2c3c1O[C@H]1c4oc5ccccc5c4C[C@]4(O)[C@H](C2)N(CC2CC2)CC[C@@]314. The result is 0 (non-inhibitor). (2) The molecule is Cc1ccc(S(=O)(=O)N2CCCC(C(=O)NCCCN3CCCCC3C)C2)cc1. The result is 0 (non-inhibitor). (3) The molecule is Cc1cccc2c1OCC/C2=N\NC(=O)COc1ccccc1. The result is 1 (inhibitor). (4) The compound is CSC([N-]/N=C/c1cccc(C)n1)=S=[Cu].CS[C@H]([S-])[N-]/N=C/c1cccc(C)n1. The result is 1 (inhibitor). (5) The compound is O=C1c2ccccc2-c2ccc(NC(=O)[C@H]3CCCC[C@@H]3C(=O)O)cc21. The result is 0 (non-inhibitor). (6) The drug is CCc1cccc2c(C=C(C#N)C#N)cn(CC(=O)N3CCCCCC3)c12. The result is 0 (non-inhibitor). (7) The drug is Cc1nc2sccc2c(=O)n1-c1ccccc1Cl. The result is 0 (non-inhibitor). (8) The molecule is O=C(c1ccco1)N1CCC[C@@]2(CCN(Cc3nccs3)C2)C1. The result is 0 (non-inhibitor). (9) The drug is COCCn1c(=O)c(-c2cccs2)nc2cnc(N(C)C)nc21. The result is 0 (non-inhibitor).